Dataset: Full USPTO retrosynthesis dataset with 1.9M reactions from patents (1976-2016). Task: Predict the reactants needed to synthesize the given product. (1) Given the product [CH3:13][O:14][C:15]1[CH:16]=[C:17]([C@:23]23[CH2:31][N:30]([CH3:32])[CH2:29][C@H:28]2[CH2:27][C@H:26]([NH:33][C:5]([NH:45][C:44]2[CH:43]=[C:42]([F:41])[C:48]([F:49])=[C:47]([F:50])[CH:46]=2)=[O:11])[CH2:25][CH2:24]3)[CH:18]=[CH:19][C:20]=1[O:21][CH3:22], predict the reactants needed to synthesize it. The reactants are: ClC(Cl)(O[C:5](=[O:11])OC(Cl)(Cl)Cl)Cl.[CH3:13][O:14][C:15]1[CH:16]=[C:17]([C@:23]23[CH2:31][N:30]([CH3:32])[CH2:29][C@H:28]2[CH2:27][C@H:26]([NH2:33])[CH2:25][CH2:24]3)[CH:18]=[CH:19][C:20]=1[O:21][CH3:22].CCN(CC)CC.[F:41][C:42]1[CH:43]=[C:44]([CH:46]=[C:47]([F:50])[C:48]=1[F:49])[NH2:45]. (2) Given the product [CH3:1][O:2][CH2:3][CH2:4][O:5][C:6]1[CH:15]=[C:14]2[C:9]([CH:10]=[CH:11][C:12]([CH:16]=[O:18])=[N:13]2)=[CH:8][CH:7]=1, predict the reactants needed to synthesize it. The reactants are: [CH3:1][O:2][CH2:3][CH2:4][O:5][C:6]1[CH:15]=[C:14]2[C:9]([CH:10]=[CH:11][C:12]([CH3:16])=[N:13]2)=[CH:8][CH:7]=1.[Se](=O)=[O:18]. (3) Given the product [OH:43][C:36]1[C:35]([CH2:34][NH:33][C:11]([C:10]2[C:9]3[C:4](=[CH:5][CH:6]=[CH:7][CH:8]=3)[NH:3][C:2]=2[CH3:1])=[O:13])=[C:40]([CH3:41])[CH:39]=[C:38]([CH3:42])[N:37]=1, predict the reactants needed to synthesize it. The reactants are: [CH3:1][C:2]1[NH:3][C:4]2[C:9]([C:10]=1[C:11]([OH:13])=O)=[CH:8][CH:7]=[CH:6][CH:5]=2.Cl.CN(C)CCCN=C=NCC.C(N(CC)CC)C.[NH2:33][CH2:34][C:35]1[C:36]([OH:43])=[N:37][C:38]([CH3:42])=[CH:39][C:40]=1[CH3:41].